From a dataset of Full USPTO retrosynthesis dataset with 1.9M reactions from patents (1976-2016). Predict the reactants needed to synthesize the given product. (1) Given the product [F:8][C:6]1[CH:5]=[CH:4][C:3]([N+:9]([O-:11])=[O:10])=[C:2]([O:15][CH2:14][C:13]([F:17])([F:16])[F:12])[CH:7]=1, predict the reactants needed to synthesize it. The reactants are: F[C:2]1[CH:7]=[C:6]([F:8])[CH:5]=[CH:4][C:3]=1[N+:9]([O-:11])=[O:10].[F:12][C:13]([F:17])([F:16])[CH2:14][OH:15].C([O-])([O-])=O.[Cs+].[Cs+]. (2) Given the product [C:13]([O:17][C:18](=[O:19])[NH:20][C@H:21]([C:22]1[N:9]([CH:10]([CH3:12])[CH3:11])[C:4]2[CH:3]=[C:2]([F:1])[CH:7]=[CH:6][C:5]=2[N:8]=1)[CH3:25])([CH3:16])([CH3:15])[CH3:14], predict the reactants needed to synthesize it. The reactants are: [F:1][C:2]1[CH:3]=[C:4]([NH:9][CH:10]([CH3:12])[CH3:11])[C:5]([NH2:8])=[CH:6][CH:7]=1.[C:13]([O:17][C:18]([NH:20][C@@H:21]([CH3:25])[C:22](O)=O)=[O:19])([CH3:16])([CH3:15])[CH3:14].C1C=NC2N(O)N=NC=2C=1.CN1CCOCC1.CN(C)CCCN=C=NCC. (3) Given the product [CH2:15]([O:16][C:17]1[CH:19]=[CH:11][C:6]([C:7]2[CH:8]=[C:5]([C:4]([OH:13])=[O:1])[C:6]3[C:11](=[CH:10][CH:9]=[CH:8][CH:7]=3)[N:3]=2)=[CH:5][CH:4]=1)[CH3:14], predict the reactants needed to synthesize it. The reactants are: [OH-:1].[K+].[NH:3]1[C:11]2[C:6](=[CH:7][CH:8]=[CH:9][CH:10]=2)[C:5](=O)[C:4]1=[O:13].[CH3:14][CH2:15][O:16][C:17]([CH3:19])=O. (4) Given the product [C:1]([C:5]1[CH:6]=[C:7]([C:12](=[O:14])[CH3:13])[CH:8]=[C:9]([O:11][CH2:16][CH2:17][CH2:18][F:19])[CH:10]=1)([CH3:4])([CH3:2])[CH3:3], predict the reactants needed to synthesize it. The reactants are: [C:1]([C:5]1[CH:6]=[C:7]([C:12](=[O:14])[CH3:13])[CH:8]=[C:9]([OH:11])[CH:10]=1)([CH3:4])([CH3:3])[CH3:2].Br[CH2:16][CH2:17][CH2:18][F:19].O=O. (5) Given the product [CH3:29][O:28][C:14]1[CH:15]=[C:16]([CH:26]=[CH:27][C:13]=1[NH:12][C:4]1[N:3]=[C:2]([NH:30][C:31]2[CH:40]=[CH:39][CH:38]=[C:37]3[C:32]=2[C:33](=[O:42])[C:34]([CH3:41])=[CH:35][NH:36]3)[C:7]([C:8]([F:11])([F:10])[F:9])=[CH:6][N:5]=1)[CH2:17][P:18](=[O:25])([O:22][CH2:23][CH3:24])[O:19][CH2:20][CH3:21], predict the reactants needed to synthesize it. The reactants are: Cl[C:2]1[C:7]([C:8]([F:11])([F:10])[F:9])=[CH:6][N:5]=[C:4]([NH:12][C:13]2[CH:27]=[CH:26][C:16]([CH2:17][P:18](=[O:25])([O:22][CH2:23][CH3:24])[O:19][CH2:20][CH3:21])=[CH:15][C:14]=2[O:28][CH3:29])[N:3]=1.[NH2:30][C:31]1[CH:40]=[CH:39][CH:38]=[C:37]2[C:32]=1[C:33](=[O:42])[C:34]([CH3:41])=[CH:35][NH:36]2. (6) Given the product [NH2:11][C@H:7]([C:8]([OH:10])=[O:9])[CH2:6][CH2:5][C:3]([NH:26][CH2:24][CH3:25])=[O:4], predict the reactants needed to synthesize it. The reactants are: CO[C:3]([CH2:5][CH2:6][C@H:7]([NH2:11])[C:8]([OH:10])=[O:9])=[O:4].C1(C(O)CC(O)C)C=CC=CC=1.[CH2:24]([N:26](CC)CC)[CH3:25].C(N)C.